This data is from Full USPTO retrosynthesis dataset with 1.9M reactions from patents (1976-2016). The task is: Predict the reactants needed to synthesize the given product. (1) Given the product [CH2:15]([NH:22][C@H:5]([C:6]1[CH:11]=[CH:10][CH:9]=[CH:8][CH:7]=1)[CH:4]=[CH2:3])[C:16]1[CH:21]=[CH:20][CH:19]=[CH:18][CH:17]=1, predict the reactants needed to synthesize it. The reactants are: C(=O)(OC)O[CH2:3]/[CH:4]=[CH:5]/[C:6]1[CH:11]=[CH:10][CH:9]=[CH:8][CH:7]=1.[CH2:15]([NH2:22])[C:16]1[CH:21]=[CH:20][CH:19]=[CH:18][CH:17]=1.CC1C=CC(S(O)(=O)=O)=CC=1. (2) Given the product [O:1]=[C:2]1[C:7]2[NH:8][C:9]3[CH:10]=[CH:11][CH:12]=[CH:13][C:14]=3[C:6]=2[N:5]=[C:4]([S:15][CH2:16][C:17]([NH:41][CH2:42][CH2:43][CH2:44][CH2:45][CH3:46])=[O:19])[N:3]1[C:20]1[CH:21]=[CH:22][CH:23]=[CH:24][CH:25]=1, predict the reactants needed to synthesize it. The reactants are: [O:1]=[C:2]1[C:7]2[NH:8][C:9]3[CH:10]=[CH:11][CH:12]=[CH:13][C:14]=3[C:6]=2[N:5]=[C:4]([S:15][CH2:16][C:17]([OH:19])=O)[N:3]1[C:20]1[CH:25]=[CH:24][CH:23]=[CH:22][CH:21]=1.C(N(CC)CC)C.CN(C(O[N:41]1N=N[C:43]2[CH:44]=[CH:45][CH:46]=N[C:42]1=2)=[N+](C)C)C.F[P-](F)(F)(F)(F)F. (3) The reactants are: I[C:2]1[C:3]([O:12][CH2:13][C:14]2[CH:19]=[CH:18][CH:17]=[CH:16][CH:15]=2)=[N:4][CH:5]=[C:6]([C:8]([F:11])([F:10])[F:9])[CH:7]=1.C([Mg]Cl)(C)C.C(OCC)C.[B:30](OC)([O:33]C)[O:31]C.[OH-].[Na+]. Given the product [C:14]1([CH2:13][O:12][C:3]2[C:2]([B:30]([OH:33])[OH:31])=[CH:7][C:6]([C:8]([F:11])([F:10])[F:9])=[CH:5][N:4]=2)[CH:19]=[CH:18][CH:17]=[CH:16][CH:15]=1, predict the reactants needed to synthesize it.